The task is: Regression. Given a peptide amino acid sequence and an MHC pseudo amino acid sequence, predict their binding affinity value. This is MHC class II binding data.. This data is from Peptide-MHC class II binding affinity with 134,281 pairs from IEDB. (1) The peptide sequence is TEAEDVIPEGWKADTSYESK. The MHC is DRB1_1201 with pseudo-sequence DRB1_1201. The binding affinity (normalized) is 0. (2) The peptide sequence is WPQQQPFPQPQQPFC. The MHC is HLA-DPA10201-DPB10101 with pseudo-sequence HLA-DPA10201-DPB10101. The binding affinity (normalized) is 0.304. (3) The MHC is HLA-DPA10103-DPB10401 with pseudo-sequence HLA-DPA10103-DPB10401. The peptide sequence is VSAIVGAAASVFVCL. The binding affinity (normalized) is 0.166. (4) The peptide sequence is GELQIVDKIDARFKI. The MHC is DRB4_0101 with pseudo-sequence DRB4_0103. The binding affinity (normalized) is 0.657. (5) The MHC is HLA-DPA10103-DPB10201 with pseudo-sequence HLA-DPA10103-DPB10201. The peptide sequence is GAGAAPLSWSKEIYN. The binding affinity (normalized) is 0.182. (6) The binding affinity (normalized) is 0.660. The MHC is DRB1_1001 with pseudo-sequence DRB1_1001. The peptide sequence is EKKYQAATQFEPLAA.